Dataset: Peptide-MHC class I binding affinity with 185,985 pairs from IEDB/IMGT. Task: Regression. Given a peptide amino acid sequence and an MHC pseudo amino acid sequence, predict their binding affinity value. This is MHC class I binding data. (1) The peptide sequence is SLVENNFFT. The MHC is HLA-A02:06 with pseudo-sequence HLA-A02:06. The binding affinity (normalized) is 0.439. (2) The peptide sequence is IPLYRNGDF. The MHC is HLA-B53:01 with pseudo-sequence HLA-B53:01. The binding affinity (normalized) is 0.0641. (3) The peptide sequence is DTIESAKTK. The MHC is HLA-A02:03 with pseudo-sequence HLA-A02:03. The binding affinity (normalized) is 0. (4) The peptide sequence is EIYKRWII. The MHC is HLA-B54:01 with pseudo-sequence HLA-B54:01. The binding affinity (normalized) is 0. (5) The peptide sequence is LLSKNTFYL. The MHC is BoLA-T2C with pseudo-sequence BoLA-T2C. The binding affinity (normalized) is 0.573. (6) The peptide sequence is QTVEMSPFY. The MHC is HLA-B40:01 with pseudo-sequence HLA-B40:01. The binding affinity (normalized) is 0.213. (7) The peptide sequence is RFTTTLNDF. The MHC is HLA-A01:01 with pseudo-sequence HLA-A01:01. The binding affinity (normalized) is 0.